From a dataset of Reaction yield outcomes from USPTO patents with 853,638 reactions. Predict the reaction yield, written as a fraction of the theoretical maximum amount of product (1.0 means a 100% yield; for example, 0.34 means a 34% yield). (1) The reactants are [CH2:1]([N:8]1[CH:13]=[C:12]([N+:14]([O-])=O)[CH:11]=[CH:10][C:9]1=[O:17])[C:2]1[CH:7]=[CH:6][CH:5]=[CH:4][CH:3]=1.[Sn].C(=O)([O-])[O-].[Na+].[Na+]. The catalyst is Cl.O. The product is [NH2:14][C:12]1[CH:11]=[CH:10][C:9](=[O:17])[N:8]([CH2:1][C:2]2[CH:7]=[CH:6][CH:5]=[CH:4][CH:3]=2)[CH:13]=1. The yield is 0.510. (2) The reactants are [Cl:1][C:2]1[C:3]2[CH:10]=[C:9]([C:11]3[C:20]4[C:15](=[CH:16][CH:17]=[CH:18][CH:19]=4)[CH:14]=[CH:13][CH:12]=3)[N:8](S(C3C=CC=CC=3)(=O)=O)[C:4]=2[N:5]=[CH:6][N:7]=1.[OH-].[Na+]. The catalyst is C1COCC1.CO. The product is [Cl:1][C:2]1[C:3]2[CH:10]=[C:9]([C:11]3[C:20]4[C:15](=[CH:16][CH:17]=[CH:18][CH:19]=4)[CH:14]=[CH:13][CH:12]=3)[NH:8][C:4]=2[N:5]=[CH:6][N:7]=1. The yield is 0.650.